From a dataset of Catalyst prediction with 721,799 reactions and 888 catalyst types from USPTO. Predict which catalyst facilitates the given reaction. (1) Reactant: C(OC(=O)[NH:7][C:8](=[NH:31])[C:9]1[S:10][C:11]([S:29][CH3:30])=[C:12]([S:14]([C:17]2[CH:22]=[CH:21][CH:20]=[C:19]([N:23]3[CH2:28][CH2:27][CH2:26][CH2:25][CH2:24]3)[CH:18]=2)(=[O:16])=[O:15])[CH:13]=1)(C)(C)C. Product: [CH3:30][S:29][C:11]1[S:10][C:9]([C:8]([NH2:31])=[NH:7])=[CH:13][C:12]=1[S:14]([C:17]1[CH:22]=[CH:21][CH:20]=[C:19]([N:23]2[CH2:28][CH2:27][CH2:26][CH2:25][CH2:24]2)[CH:18]=1)(=[O:16])=[O:15]. The catalyst class is: 157. (2) Reactant: [Br:1][C:2]1[CH:7]=[CH:6][C:5]([C@@H:8]([NH2:10])[CH3:9])=[CH:4][CH:3]=1.[C:11](OC(=O)C)(=[O:13])[CH3:12]. Product: [Br:1][C:2]1[CH:7]=[CH:6][C:5]([C@@H:8]([NH:10][C:11](=[O:13])[CH3:12])[CH3:9])=[CH:4][CH:3]=1. The catalyst class is: 2. (3) Reactant: C(OC(=O)[NH:7][CH2:8][CH2:9][CH2:10][N:11]([CH:21]([C:24]1[N:25]([CH2:38][C:39]2[CH:44]=[CH:43][CH:42]=[CH:41][CH:40]=2)[C:26](=[O:37])[C:27]2[C:32]([C:33]([F:36])([F:35])[F:34])=[N:31][O:30][C:28]=2[N:29]=1)[CH2:22][CH3:23])[C:12](=[O:20])[C:13]1[CH:18]=[CH:17][C:16]([CH3:19])=[CH:15][CH:14]=1)(C)(C)C.C(O)(C(F)(F)F)=O. Product: [NH2:7][CH2:8][CH2:9][CH2:10][N:11]([CH:21]([C:24]1[N:25]([CH2:38][C:39]2[CH:40]=[CH:41][CH:42]=[CH:43][CH:44]=2)[C:26](=[O:37])[C:27]2[C:32]([C:33]([F:36])([F:35])[F:34])=[N:31][O:30][C:28]=2[N:29]=1)[CH2:22][CH3:23])[C:12](=[O:20])[C:13]1[CH:18]=[CH:17][C:16]([CH3:19])=[CH:15][CH:14]=1. The catalyst class is: 2. (4) Reactant: [CH2:1]([N:3]([CH:28]1[CH2:33][CH2:32][O:31][CH2:30][CH2:29]1)[C:4]1[C:19]2[CH2:18][CH:17]=[CH:16][CH2:15][CH2:14][C:13]3[CH:20]=[C:21]([CH3:26])[N:22]=[C:23]([O:24][CH3:25])[C:12]=3[CH2:11][NH:10][C:9](=[O:27])[C:8]=2[CH:7]=[CH:6][CH:5]=1)[CH3:2].[H-].[Na+].[CH3:36]I. Product: [CH2:1]([N:3]([CH:28]1[CH2:29][CH2:30][O:31][CH2:32][CH2:33]1)[C:4]1[C:19]2[CH2:18][CH:17]=[CH:16][CH2:15][CH2:14][C:13]3[CH:20]=[C:21]([CH3:26])[N:22]=[C:23]([O:24][CH3:25])[C:12]=3[CH2:11][N:10]([CH3:36])[C:9](=[O:27])[C:8]=2[CH:7]=[CH:6][CH:5]=1)[CH3:2]. The catalyst class is: 3. (5) Reactant: [CH:1]1([NH:6][C:7]2[N:12]3[N:13]=[C:14]([C:16]4[CH:21]=[CH:20][CH:19]=[CH:18][CH:17]=4)[CH:15]=[C:11]3[N:10]=[C:9]([S:22][CH3:23])[N:8]=2)[CH2:5][CH2:4][CH2:3][CH2:2]1.[Br:24]N1C(=O)CCC1=O. Product: [Br:24][C:15]1[C:14]([C:16]2[CH:21]=[CH:20][CH:19]=[CH:18][CH:17]=2)=[N:13][N:12]2[C:7]([NH:6][CH:1]3[CH2:5][CH2:4][CH2:3][CH2:2]3)=[N:8][C:9]([S:22][CH3:23])=[N:10][C:11]=12. The catalyst class is: 4. (6) Reactant: [ClH:1].[OH:2][CH2:3][C@@H:4]([NH:22][CH2:23][C@H:24]([OH:33])[CH2:25][O:26][C:27]1[CH:32]=[CH:31][CH:30]=[CH:29][CH:28]=1)[CH2:5][C:6]1[CH:11]=[CH:10][C:9]([NH:12][C:13]([NH:15][C:16]2[CH:21]=[CH:20][CH:19]=[CH:18][CH:17]=2)=[O:14])=[CH:8][CH:7]=1. Product: [ClH:1].[OH:2][CH2:3][C@@H:4]([NH:22][CH2:23][C@H:24]([OH:33])[CH2:25][O:26][C:27]1[CH:28]=[CH:29][CH:30]=[CH:31][CH:32]=1)[CH2:5][C:6]1[CH:11]=[CH:10][C:9]([NH:12][C:13]([NH:15][C:16]2[CH:21]=[CH:20][CH:19]=[CH:18][CH:17]=2)=[O:14])=[CH:8][CH:7]=1. The catalyst class is: 5. (7) Reactant: O.O.O.O.O.O.Cl([O-])(=O)(=O)=O.[Ni+2:12].Cl([O-])(=O)(=O)=O.O.[CH2:19]([P:23]([CH2:26][CH:27]([CH3:29])[CH3:28])(=[S:25])[S-:24])[CH:20]([CH3:22])[CH3:21].[Na+]. Product: [CH2:19]([P:23]([CH2:26][CH:27]([CH3:29])[CH3:28])(=[S:24])[S-:25])[CH:20]([CH3:22])[CH3:21].[CH2:19]([P:23]([CH2:26][CH:27]([CH3:29])[CH3:28])(=[S:24])[S-:25])[CH:20]([CH3:22])[CH3:21].[Ni+2:12]. The catalyst class is: 6. (8) Reactant: [CH:1]([C@H:14]1[O:19][CH2:18][C@@H:17]([NH2:20])[CH2:16][CH2:15]1)([C:8]1[CH:13]=[CH:12][CH:11]=[CH:10][CH:9]=1)[C:2]1[CH:7]=[CH:6][CH:5]=[CH:4][CH:3]=1.[Cl:21][C:22]1[CH:23]=[C:24]([CH:27]=[CH:28][C:29]=1[Cl:30])[CH:25]=O.C(O)(=O)C.[BH3-]C#N.[Na+]. Product: [CH:1]([C@H:14]1[O:19][CH2:18][C@@H:17]([NH:20][CH2:25][C:24]2[CH:27]=[CH:28][C:29]([Cl:30])=[C:22]([Cl:21])[CH:23]=2)[CH2:16][CH2:15]1)([C:8]1[CH:13]=[CH:12][CH:11]=[CH:10][CH:9]=1)[C:2]1[CH:3]=[CH:4][CH:5]=[CH:6][CH:7]=1. The catalyst class is: 525.